This data is from Full USPTO retrosynthesis dataset with 1.9M reactions from patents (1976-2016). The task is: Predict the reactants needed to synthesize the given product. (1) Given the product [Cl:1][C:2]1[CH:7]=[C:6]([F:8])[CH:5]=[CH:4][C:3]=1[C:13]1[S:17][C:16]([N:18]([CH3:29])[CH:19]2[CH2:24][C:23]([CH3:25])([CH3:26])[NH:22][C:21]([CH3:28])([CH3:27])[CH2:20]2)=[N:15][N:14]=1, predict the reactants needed to synthesize it. The reactants are: [Cl:1][C:2]1[CH:7]=[C:6]([F:8])[CH:5]=[CH:4][C:3]=1B(O)O.Br[C:13]1[S:17][C:16]([N:18]([CH3:29])[CH:19]2[CH2:24][C:23]([CH3:26])([CH3:25])[NH:22][C:21]([CH3:28])([CH3:27])[CH2:20]2)=[N:15][N:14]=1.C([O-])([O-])=O.[Na+].[Na+]. (2) Given the product [N:11]1[CH:16]=[CH:15][C:14]([C:17]2[NH:10][C:1](=[O:9])[C:2]3[C:3](=[CH:5][CH:6]=[CH:7][CH:8]=3)[N:4]=2)=[CH:13][CH:12]=1, predict the reactants needed to synthesize it. The reactants are: [C:1]([NH2:10])(=[O:9])[C:2]1[C:3](=[CH:5][CH:6]=[CH:7][CH:8]=1)[NH2:4].[N:11]1[CH:16]=[CH:15][C:14]([CH:17]=O)=[CH:13][CH:12]=1.ClC1C(=O)C(C#N)=C(C#N)C(=O)C=1Cl. (3) Given the product [C:1]([C:5]1[N:10]=[C:9]2[N:11]([CH2:28][C:27]3[C:22]([Cl:21])=[N:23][CH:24]=[CH:25][CH:26]=3)[N:12]=[CH:13][C:8]2=[C:7]([N:14]2[CH2:18][CH2:17][C:16]([F:19])([F:20])[CH2:15]2)[N:6]=1)([CH3:4])([CH3:2])[CH3:3], predict the reactants needed to synthesize it. The reactants are: [C:1]([C:5]1[N:10]=[C:9]2[NH:11][N:12]=[CH:13][C:8]2=[C:7]([N:14]2[CH2:18][CH2:17][C:16]([F:20])([F:19])[CH2:15]2)[N:6]=1)([CH3:4])([CH3:3])[CH3:2].[Cl:21][C:22]1[C:27]([CH2:28]Cl)=[CH:26][CH:25]=[CH:24][N:23]=1. (4) Given the product [CH2:26]([O:28][CH2:29][C:30]1[N:31]([CH2:65][C:66]([OH:69])([CH3:68])[CH3:67])[C:32]2[C:41]3[CH:40]=[CH:39][C:38](/[CH:42]=[CH:6]/[C:1]([O:3][CH2:4][CH3:5])=[O:2])=[CH:37][C:36]=3[N:35]=[C:34]([NH:44][C:45]([C:58]3[CH:59]=[CH:60][CH:61]=[CH:62][CH:63]=3)([C:52]3[CH:57]=[CH:56][CH:55]=[CH:54][CH:53]=3)[C:46]3[CH:47]=[CH:48][CH:49]=[CH:50][CH:51]=3)[C:33]=2[N:64]=1)[CH3:27], predict the reactants needed to synthesize it. The reactants are: [C:1]([CH:6]=P(C1C=CC=CC=1)(C1C=CC=CC=1)C1C=CC=CC=1)([O:3][CH2:4][CH3:5])=[O:2].[CH2:26]([O:28][CH2:29][C:30]1[N:31]([CH2:65][C:66]([OH:69])([CH3:68])[CH3:67])[C:32]2[C:41]3[CH:40]=[CH:39][C:38]([CH:42]=O)=[CH:37][C:36]=3[N:35]=[C:34]([NH:44][C:45]([C:58]3[CH:63]=[CH:62][CH:61]=[CH:60][CH:59]=3)([C:52]3[CH:57]=[CH:56][CH:55]=[CH:54][CH:53]=3)[C:46]3[CH:51]=[CH:50][CH:49]=[CH:48][CH:47]=3)[C:33]=2[N:64]=1)[CH3:27]. (5) Given the product [N:18]1([C:16]([NH:15][C@@H:10]([CH2:11][CH:12]([CH3:14])[CH3:13])[C:9]([OH:25])=[O:8])=[O:17])[CH2:24][CH2:23][CH2:22][CH2:21][CH2:20][CH2:19]1, predict the reactants needed to synthesize it. The reactants are: C([O:8][C:9](=[O:25])[C@@H:10]([NH:15][C:16]([N:18]1[CH2:24][CH2:23][CH2:22][CH2:21][CH2:20][CH2:19]1)=[O:17])[CH2:11][CH:12]([CH3:14])[CH3:13])C1C=CC=CC=1. (6) Given the product [Cl:14][C:15]1[CH:16]=[C:17]([CH:20]=[CH:21][CH:22]=1)[CH2:18][O:1][C:2]1[CH:13]=[CH:12][C:5]2[CH2:6][C:7](=[O:11])[NH:8][CH2:9][CH2:10][C:4]=2[CH:3]=1, predict the reactants needed to synthesize it. The reactants are: [OH:1][C:2]1[CH:13]=[CH:12][C:5]2[CH2:6][C:7](=[O:11])[NH:8][CH2:9][CH2:10][C:4]=2[CH:3]=1.[Cl:14][C:15]1[CH:16]=[C:17]([CH:20]=[CH:21][CH:22]=1)[CH2:18]Br.C(=O)([O-])[O-].[K+].[K+]. (7) The reactants are: Br[CH:2]1[CH2:7][CH2:6][CH2:5][CH:4]([C:8]2[CH:13]=[CH:12][C:11]([C:14]([F:17])([F:16])[F:15])=[CH:10][CH:9]=2)[C:3]1=O.[NH2:19][C:20]([NH2:22])=[S:21].C(=O)(O)[O-].[Na+].C(OCC)(=O)C. Given the product [F:15][C:14]([F:17])([F:16])[C:11]1[CH:12]=[CH:13][C:8]([CH:4]2[C:3]3[N:19]=[C:20]([NH2:22])[S:21][C:2]=3[CH2:7][CH2:6][CH2:5]2)=[CH:9][CH:10]=1, predict the reactants needed to synthesize it. (8) Given the product [CH3:26][C:21]1[C:20]([O:19][C:16]2[N:15]=[CH:14][C:13]([NH:12][C:10]([NH2:9])=[S:11])=[CH:18][CH:17]=2)=[CH:25][CH:24]=[CH:23][N:22]=1, predict the reactants needed to synthesize it. The reactants are: C([NH:9][C:10]([NH:12][C:13]1[CH:14]=[N:15][C:16]([O:19][C:20]2[C:21]([CH3:26])=[N:22][CH:23]=[CH:24][CH:25]=2)=[CH:17][CH:18]=1)=[S:11])(=O)C1C=CC=CC=1.[OH-].[Na+].Cl.